This data is from Forward reaction prediction with 1.9M reactions from USPTO patents (1976-2016). The task is: Predict the product of the given reaction. (1) Given the reactants [NH2:1][C:2]([C:4]1[CH:5]=[N:6][C:7]2[C:12]([C:13]=1[NH:14][C:15]1[CH:16]=[C:17]([CH:21]=[C:22]([O:24][CH3:25])[CH:23]=1)[C:18]([OH:20])=[O:19])=[CH:11][CH:10]=[C:9](Br)[CH:8]=2)=[O:3].[CH3:27][C:28]1[C:32](B(O)O)=[C:31]([CH3:36])[O:30][N:29]=1.C(=O)([O-])[O-].[K+].[K+], predict the reaction product. The product is: [NH2:1][C:2]([C:4]1[CH:5]=[N:6][C:7]2[C:12]([C:13]=1[NH:14][C:15]1[CH:16]=[C:17]([CH:21]=[C:22]([O:24][CH3:25])[CH:23]=1)[C:18]([OH:20])=[O:19])=[CH:11][CH:10]=[C:9]([C:32]1[C:28]([CH3:27])=[N:29][O:30][C:31]=1[CH3:36])[CH:8]=2)=[O:3]. (2) The product is: [F:1][C:2]1[CH:10]=[C:9]2[C:5]([C:6]([C:18]3[CH:19]=[CH:20][C:21]4[S:25](=[O:27])(=[O:26])[N:24]([CH2:28][CH:29]([OH:34])[C:30]([NH:32][CH3:33])=[O:31])[CH:23]([CH3:35])[C:22]=4[CH:36]=3)=[CH:7][NH:8]2)=[CH:4][CH:3]=1. Given the reactants [F:1][C:2]1[CH:10]=[C:9]2[C:5]([C:6]([C:18]3[CH:19]=[CH:20][C:21]4[S:25](=[O:27])(=[O:26])[N:24]([CH2:28][CH:29]([OH:34])[C:30]([NH:32][CH3:33])=[O:31])[CH:23]([CH3:35])[C:22]=4[CH:36]=3)=[CH:7][N:8]2C(OC(C)(C)C)=O)=[CH:4][CH:3]=1.FC(F)(F)C(O)=O, predict the reaction product.